This data is from Reaction yield outcomes from USPTO patents with 853,638 reactions. The task is: Predict the reaction yield, written as a fraction of the theoretical maximum amount of product (1.0 means a 100% yield; for example, 0.34 means a 34% yield). (1) The reactants are [CH2:1]([O:3][C:4](=[O:28])[CH2:5][C:6]1[CH:11]=[C:10](OS(C(F)(F)F)(=O)=O)[CH:9]=[C:8]([O:20][CH2:21][C:22]2[CH:27]=[CH:26][CH:25]=[CH:24][CH:23]=2)[CH:7]=1)[CH3:2].[F:29][C:30]([F:41])([F:40])[C:31]1[CH:36]=[CH:35][C:34](B(O)O)=[CH:33][CH:32]=1.COCCOC.C([O-])([O-])=O.[Na+].[Na+]. The catalyst is CCOC(C)=O. The product is [CH2:1]([O:3][C:4](=[O:28])[CH2:5][C:6]1[CH:11]=[C:10]([C:34]2[CH:35]=[CH:36][C:31]([C:30]([F:41])([F:40])[F:29])=[CH:32][CH:33]=2)[CH:9]=[C:8]([O:20][CH2:21][C:22]2[CH:23]=[CH:24][CH:25]=[CH:26][CH:27]=2)[CH:7]=1)[CH3:2]. The yield is 1.00. (2) The product is [NH2:1][CH2:2][CH:3]1[CH2:8][CH2:7][N:6]([C:9]([O:11][C:12]([CH3:15])([CH3:14])[CH3:13])=[O:10])[CH2:5][CH2:4]1. The catalyst is C(Cl)(Cl)Cl. The yield is 0.880. The reactants are [NH2:1][CH2:2][CH:3]1[CH2:8][CH2:7][NH:6][CH2:5][CH2:4]1.[C:9](O[C:9]([O:11][C:12]([CH3:15])([CH3:14])[CH3:13])=[O:10])([O:11][C:12]([CH3:15])([CH3:14])[CH3:13])=[O:10]. (3) The reactants are CO[C:3](=[O:13])[C:4]1[CH:9]=[C:8]([Br:10])[CH:7]=[C:6]([CH3:11])[C:5]=1[NH2:12].[CH2:14]([N:16]([CH2:20][CH3:21])[CH2:17][CH2:18][NH2:19])[CH3:15]. The catalyst is C(O)C. The product is [CH2:14]([N:16]([CH2:17][CH2:18][NH:19][C:3](=[O:13])[C:4]1[CH:9]=[C:8]([Br:10])[CH:7]=[C:6]([CH3:11])[C:5]=1[NH2:12])[CH2:20][CH3:21])[CH3:15]. The yield is 0.842. (4) The reactants are [Cl:1][C:2]1[N:7]=[CH:6][C:5]([OH:8])=[CH:4][N:3]=1.Cl[CH:10]1[CH2:14][CH2:13][CH2:12][CH2:11]1.C(=O)([O-])[O-].[K+].[K+].O. The catalyst is CN(C)C=O. The product is [Cl:1][C:2]1[N:7]=[CH:6][C:5]([O:8][CH:10]2[CH2:14][CH2:13][CH2:12][CH2:11]2)=[CH:4][N:3]=1. The yield is 0.546. (5) The reactants are NC12CC3CC(CC(N[C:13]([C:15]4[CH:20]=[CH:19][CH:18]=[C:17]([CH3:21])[N:16]=4)=[O:14])(C3)C1)C2.Cl.[CH3:23][O:24][C:25]([C:27]12[CH2:36][CH:31]3[CH2:32][CH:33]([CH2:35][C:29]([NH2:37])([CH2:30]3)[CH2:28]1)[CH2:34]2)=[O:26].CC1N=C(C(O)=O)C=CC=1. No catalyst specified. The product is [CH3:23][O:24][C:25]([C:27]12[CH2:36][CH:31]3[CH2:32][CH:33]([CH2:35][C:29]([NH:37][C:13]([C:15]4[CH:20]=[CH:19][CH:18]=[C:17]([CH3:21])[N:16]=4)=[O:14])([CH2:30]3)[CH2:28]1)[CH2:34]2)=[O:26]. The yield is 0.750. (6) The reactants are Br[C:2]1[CH:18]=[C:17]([CH3:19])[C:5]2[N:6]=[C:7]([NH:10][C:11]3[CH:16]=[CH:15][CH:14]=[CH:13][CH:12]=3)[N:8]=[N:9][C:4]=2[CH:3]=1.[CH3:20][O:21][C:22]1[CH:27]=[CH:26][CH:25]=[C:24]([O:28][CH3:29])[C:23]=1B(O)O.C(=O)([O-])[O-].[K+].[K+].C1(P(C2C=CC=CC=2)C2C=CC=CC=2)C=CC=CC=1. The catalyst is CN(C)C(=O)C.C(O)C.O.[Pd].[Pd].C(=CC(C=CC1C=CC=CC=1)=O)C1C=CC=CC=1.C(=CC(C=CC1C=CC=CC=1)=O)C1C=CC=CC=1.C(=CC(C=CC1C=CC=CC=1)=O)C1C=CC=CC=1. The product is [CH3:20][O:21][C:22]1[CH:27]=[CH:26][CH:25]=[C:24]([O:28][CH3:29])[C:23]=1[C:2]1[CH:18]=[C:17]([CH3:19])[C:5]2[N:6]=[C:7]([NH:10][C:11]3[CH:16]=[CH:15][CH:14]=[CH:13][CH:12]=3)[N:8]=[N:9][C:4]=2[CH:3]=1. The yield is 0.424. (7) The reactants are Cl.C[O:3][C:4]1[CH:9]=[C:8]([O:10]C)[CH:7]=[CH:6][C:5]=1[CH2:12][CH2:13][CH2:14][CH2:15][NH:16][C:17]([NH:19][C:20]([C:22]1[C:27]([NH2:28])=[N:26][C:25]([NH2:29])=[C:24]([Cl:30])[N:23]=1)=[O:21])=[NH:18]. The catalyst is Br. The product is [ClH:30].[OH:3][C:4]1[CH:9]=[C:8]([OH:10])[CH:7]=[CH:6][C:5]=1[CH2:12][CH2:13][CH2:14][CH2:15][NH:16][C:17]([NH:19][C:20]([C:22]1[C:27]([NH2:28])=[N:26][C:25]([NH2:29])=[C:24]([Cl:30])[N:23]=1)=[O:21])=[NH:18]. The yield is 0.320. (8) The reactants are [O:1]1[CH:5]=[CH:4][CH:3]=[C:2]1[C:6]([NH:8][C:9]1[CH:10]=[C:11]([C:15]2[C:23]3[C:18](=[CH:19][CH:20]=[C:21]([C:24]([NH2:26])=[O:25])[CH:22]=3)[N:17](C3CCCCO3)[N:16]=2)[CH:12]=[CH:13][CH:14]=1)=[O:7]. The catalyst is C1(C)C=CC=CC=1. The product is [O:1]1[CH:5]=[CH:4][CH:3]=[C:2]1[C:6]([NH:8][C:9]1[CH:10]=[C:11]([C:15]2[C:23]3[C:18](=[CH:19][CH:20]=[C:21]([C:24]([NH2:26])=[O:25])[CH:22]=3)[NH:17][N:16]=2)[CH:12]=[CH:13][CH:14]=1)=[O:7]. The yield is 0.540. (9) The product is [NH2:29][C:25]1[N:24]=[CH:23][N:22]=[C:21]2[C:26]=1[N:27]=[CH:28][N:20]2[C@H:12]1[C@@H:13]2[O:17][C:16]([CH3:19])([CH3:18])[O:15][C@@H:14]2[C@@H:10]([CH2:9][N:8]([CH2:1][C:2]2[CH:3]=[CH:4][CH:5]=[CH:6][CH:7]=2)[CH2:31][CH2:32][CH2:33][CH2:34][C:35]([O:37][CH3:38])=[O:36])[O:11]1. The reactants are [CH2:1]([NH:8][CH2:9][C@@H:10]1[C@H:14]2[O:15][C:16]([CH3:19])([CH3:18])[O:17][C@H:13]2[C@H:12]([N:20]2[CH:28]=[N:27][C:26]3[C:21]2=[N:22][CH:23]=[N:24][C:25]=3[NH2:29])[O:11]1)[C:2]1[CH:7]=[CH:6][CH:5]=[CH:4][CH:3]=1.O=[CH:31][CH2:32][CH2:33][CH2:34][C:35]([O:37][CH3:38])=[O:36].[BH-](OC(C)=O)(OC(C)=O)OC(C)=O.[Na+]. The yield is 0.910. The catalyst is ClCCCl. (10) The reactants are Br[C:2]1[CH:18]=[CH:17][C:5]([O:6][CH:7]([CH3:16])[CH2:8][NH:9][S:10]([CH:13]([CH3:15])[CH3:14])(=[O:12])=[O:11])=[CH:4][CH:3]=1.[F:19][C:20]([F:31])([F:30])[C:21]1[CH:26]=[CH:25][C:24](B(O)O)=[CH:23][CH:22]=1.C(=O)([O-])[O-].[Na+].[Na+]. The catalyst is Cl[Pd](Cl)([P](C1C=CC=CC=1)(C1C=CC=CC=1)C1C=CC=CC=1)[P](C1C=CC=CC=1)(C1C=CC=CC=1)C1C=CC=CC=1.COCCOC. The product is [CH3:14][CH:13]([S:10]([NH:9][CH2:8][CH:7]([O:6][C:5]1[CH:17]=[CH:18][C:2]([C:24]2[CH:25]=[CH:26][C:21]([C:20]([F:31])([F:30])[F:19])=[CH:22][CH:23]=2)=[CH:3][CH:4]=1)[CH3:16])(=[O:12])=[O:11])[CH3:15]. The yield is 0.215.